Dataset: Full USPTO retrosynthesis dataset with 1.9M reactions from patents (1976-2016). Task: Predict the reactants needed to synthesize the given product. (1) Given the product [NH2:1][C:2]1[CH:6]=[C:5]([C:7]2[CH:8]=[CH:9][C:10]([Cl:13])=[CH:11][CH:12]=2)[S:4][C:3]=1[C:14]([NH:17][C@H:18]1[CH2:23][CH2:22][CH2:21][N:20]([C:24]([O:26][C:27]([CH3:30])([CH3:29])[CH3:28])=[O:25])[CH2:19]1)=[O:16], predict the reactants needed to synthesize it. The reactants are: [NH2:1][C:2]1[CH:6]=[C:5]([C:7]2[CH:12]=[CH:11][C:10]([Cl:13])=[CH:9][CH:8]=2)[S:4][C:3]=1[C:14]([OH:16])=O.[NH2:17][C@H:18]1[CH2:23][CH2:22][CH2:21][N:20]([C:24]([O:26][C:27]([CH3:30])([CH3:29])[CH3:28])=[O:25])[CH2:19]1.CN(C(ON1N=NC2C=CC=NC1=2)=[N+](C)C)C.F[P-](F)(F)(F)(F)F. (2) Given the product [NH2:32][C:27]1[N:26]=[C:25]([C:10]2[CH:11]=[C:12]([C:15]3[CH:20]=[CH:19][C:18]([OH:21])=[CH:17][CH:16]=3)[CH:13]=[CH:14][C:9]=2[OH:8])[CH:30]=[C:29]([NH:1][CH2:2][CH2:3][OH:4])[N:28]=1, predict the reactants needed to synthesize it. The reactants are: [NH2:1][CH2:2][CH2:3][OH:4].COC[O:8][C:9]1[CH:14]=[CH:13][C:12]([C:15]2[CH:20]=[CH:19][C:18]([O:21]COC)=[CH:17][CH:16]=2)=[CH:11][C:10]=1[C:25]1[CH:30]=[C:29](Cl)[N:28]=[C:27]([NH2:32])[N:26]=1. (3) Given the product [O:1]1[C:5]2[CH:6]=[C:7]([O:10][C:11]3[CH:16]=[CH:15][C:14]([CH:17]4[C:22]5=[N:23][S:24](=[O:27])(=[O:28])[CH2:25][CH2:26][N:21]5[CH2:20][CH2:19][CH2:18]4)=[CH:13][CH:12]=3)[CH:8]=[CH:9][C:4]=2[CH2:3][CH2:2]1, predict the reactants needed to synthesize it. The reactants are: [O:1]1[C:5]2[CH:6]=[C:7]([O:10][C:11]3[CH:16]=[CH:15][C:14]([C:17]4[C:22]5=[N:23][S:24](=[O:28])(=[O:27])[CH2:25][CH2:26][N:21]5[CH:20]=[CH:19][CH:18]=4)=[CH:13][CH:12]=3)[CH:8]=[CH:9][C:4]=2[CH2:3][CH2:2]1. (4) Given the product [ClH:6].[C:7]([O:10][CH2:11][CH2:12][CH2:13][NH:14][C:15]1[C:24]2[C:19](=[CH:20][CH:21]=[CH:22][N:23]=2)[N:18]=[CH:17][C:16]=1[NH:25][C:1](=[O:5])[CH2:2][CH2:3][CH3:4])(=[O:9])[CH3:8], predict the reactants needed to synthesize it. The reactants are: [C:1]([Cl:6])(=[O:5])[CH2:2][CH2:3][CH3:4].[C:7]([O:10][CH2:11][CH2:12][CH2:13][NH:14][C:15]1[C:24]2[C:19](=[CH:20][CH:21]=[CH:22][N:23]=2)[N:18]=[CH:17][C:16]=1[NH2:25])(=[O:9])[CH3:8]. (5) Given the product [NH2:17][C:14]1[CH:15]=[CH:16][C:11]([C:10]2[C:3]3[C:4](=[N:5][CH:6]=[N:7][C:2]=3[NH2:1])[N:8]([CH:26]3[CH2:27][CH2:28][NH:29][CH2:30][CH2:31]3)[N:9]=2)=[CH:12][C:13]=1[F:25], predict the reactants needed to synthesize it. The reactants are: [NH2:1][C:2]1[N:7]=[CH:6][N:5]=[C:4]2[N:8]([CH:26]3[CH2:31][CH2:30][N:29](C(OC(C)(C)C)=O)[CH2:28][CH2:27]3)[N:9]=[C:10]([C:11]3[CH:16]=[CH:15][C:14]([NH:17]C(OC(C)(C)C)=O)=[C:13]([F:25])[CH:12]=3)[C:3]=12.Cl.C(=O)([O-])[O-].[Na+].[Na+].